From a dataset of hERG potassium channel inhibition data for cardiac toxicity prediction from Karim et al.. Regression/Classification. Given a drug SMILES string, predict its toxicity properties. Task type varies by dataset: regression for continuous values (e.g., LD50, hERG inhibition percentage) or binary classification for toxic/non-toxic outcomes (e.g., AMES mutagenicity, cardiotoxicity, hepatotoxicity). Dataset: herg_karim. The drug is O=C([C@@H]1C[C@H](N2CCN(c3ncccn3)CC2)CN1)N1CCC1. The result is 0 (non-blocker).